This data is from Reaction yield outcomes from USPTO patents with 853,638 reactions. The task is: Predict the reaction yield, written as a fraction of the theoretical maximum amount of product (1.0 means a 100% yield; for example, 0.34 means a 34% yield). (1) The reactants are [CH3:1][O:2][C:3]1[CH:8]=[CH:7][C:6]([C:9]2[S:13][C:12]([C:14]([OH:16])=O)=[C:11]([NH:17][C:18]([NH:20][C:21]3[C:26]([CH3:27])=[CH:25][C:24]([CH3:28])=[CH:23][C:22]=3[CH3:29])=[O:19])[CH:10]=2)=[CH:5][CH:4]=1.CN(C(ON1N=NC2C=CC=NC1=2)=[N+](C)C)C.F[P-](F)(F)(F)(F)F.CCN(C(C)C)C(C)C.Cl.[NH2:64][C@@H:65]([C:69]([O:71][CH3:72])=[O:70])[CH:66]([CH3:68])[CH3:67]. The catalyst is CN(C=O)C. The product is [CH3:1][O:2][C:3]1[CH:4]=[CH:5][C:6]([C:9]2[S:13][C:12]([C:14]([NH:64][C@@H:65]([C:69]([O:71][CH3:72])=[O:70])[CH:66]([CH3:68])[CH3:67])=[O:16])=[C:11]([NH:17][C:18]([NH:20][C:21]3[C:26]([CH3:27])=[CH:25][C:24]([CH3:28])=[CH:23][C:22]=3[CH3:29])=[O:19])[CH:10]=2)=[CH:7][CH:8]=1. The yield is 0.530. (2) The reactants are [N+:1]([C:4]1[CH:12]=[C:11]2[C:7]([CH:8]=[CH:9][NH:10]2)=[CH:6][CH:5]=1)([O-:3])=[O:2].[C:13]([O-])([O-])=O.[K+].[K+].CI.O. The catalyst is CN(C=O)C. The product is [CH3:13][N:10]1[C:11]2[C:7](=[CH:6][CH:5]=[C:4]([N+:1]([O-:3])=[O:2])[CH:12]=2)[CH:8]=[CH:9]1. The yield is 0.980. (3) The reactants are [CH2:1]([O:3][C:4]([C:6]1[CH2:10][C:9]([O-:11])=[C:8](C(OC)=O)[C:7]=1[CH3:16])=[O:5])[CH3:2].[Na+].[Cl-].[K+].CC(O)=O.C([O-])(O)=O.[Na+]. The catalyst is C1(C)C=CC=CC=1.O. The product is [CH3:16][C:7]1[CH:6]([C:4]([O:3][CH2:1][CH3:2])=[O:5])[CH2:10][C:9](=[O:11])[CH:8]=1. The yield is 0.690.